Dataset: Peptide-MHC class II binding affinity with 134,281 pairs from IEDB. Task: Regression. Given a peptide amino acid sequence and an MHC pseudo amino acid sequence, predict their binding affinity value. This is MHC class II binding data. (1) The peptide sequence is EVDISVVVQDPKNVY. The MHC is DRB1_0301 with pseudo-sequence DRB1_0301. The binding affinity (normalized) is 0.606. (2) The peptide sequence is GELGIVDKIDAAFKI. The MHC is DRB4_0101 with pseudo-sequence DRB4_0103. The binding affinity (normalized) is 0.612. (3) The peptide sequence is GDLYIFESRAICKYA. The MHC is DRB1_0901 with pseudo-sequence DRB1_0901. The binding affinity (normalized) is 0.797. (4) The peptide sequence is GGTEIKYNGEEYLIL. The MHC is DRB1_1101 with pseudo-sequence DRB1_1101. The binding affinity (normalized) is 0.0622. (5) The peptide sequence is RETQISKTNTQTYR. The MHC is DRB3_0202 with pseudo-sequence DRB3_0202. The binding affinity (normalized) is 0.320. (6) The peptide sequence is SSGPNELGRFKHT. The MHC is DRB1_1101 with pseudo-sequence DRB1_1101. The binding affinity (normalized) is 0. (7) The peptide sequence is ESQIATIEQSAPSQSDQEQL. The MHC is HLA-DQA10501-DQB10201 with pseudo-sequence HLA-DQA10501-DQB10201. The binding affinity (normalized) is 0.281.